Dataset: Peptide-MHC class I binding affinity with 185,985 pairs from IEDB/IMGT. Task: Regression. Given a peptide amino acid sequence and an MHC pseudo amino acid sequence, predict their binding affinity value. This is MHC class I binding data. (1) The binding affinity (normalized) is 0.0617. The MHC is HLA-A01:01 with pseudo-sequence HLA-A01:01. The peptide sequence is SSLAKHGEY. (2) The binding affinity (normalized) is 0.0847. The MHC is HLA-B08:01 with pseudo-sequence HLA-B08:01. The peptide sequence is VTRPLRTMV. (3) The binding affinity (normalized) is 0.346. The MHC is HLA-A24:02 with pseudo-sequence HLA-A24:02. The peptide sequence is NILPHDLIF. (4) The peptide sequence is NYTENTSSY. The MHC is HLA-A24:02 with pseudo-sequence HLA-A24:02. The binding affinity (normalized) is 0.193. (5) The peptide sequence is AADFPGIAR. The MHC is HLA-B18:01 with pseudo-sequence HLA-B18:01. The binding affinity (normalized) is 0.0847.